Dataset: Full USPTO retrosynthesis dataset with 1.9M reactions from patents (1976-2016). Task: Predict the reactants needed to synthesize the given product. (1) Given the product [CH2:7]([C:13]1[CH:14]=[CH:15][C:16]([S:19]([NH:1][C:2]2[S:3][CH:4]=[N:5][N:6]=2)(=[O:21])=[O:20])=[CH:17][CH:18]=1)[CH2:8][CH2:9][CH2:10][CH2:11][CH3:12], predict the reactants needed to synthesize it. The reactants are: [NH2:1][C:2]1[S:3][CH:4]=[N:5][N:6]=1.[CH2:7]([C:13]1[CH:18]=[CH:17][C:16]([S:19](Cl)(=[O:21])=[O:20])=[CH:15][CH:14]=1)[CH2:8][CH2:9][CH2:10][CH2:11][CH3:12].O. (2) The reactants are: [CH:1]12[CH2:9][CH2:8][CH:5]([CH2:6][CH2:7]1)[CH2:4][N:3]([C:10]([CH2:12][N:13]1[C:19]3[C:20]([CH3:24])=[CH:21][CH:22]=[CH:23][C:18]=3[C:17]([CH2:25][O:26]C(=O)C)=[N:16][CH:15]([NH:30][C:31]([O:33][CH2:34][C:35]3[CH:40]=[CH:39][CH:38]=[CH:37][CH:36]=3)=[O:32])[C:14]1=[O:41])=[O:11])[CH2:2]2.[OH-].[Na+]. Given the product [CH:5]12[CH2:8][CH2:9][CH:1]([CH2:7][CH2:6]1)[CH2:2][N:3]([C:10]([CH2:12][N:13]1[C:19]3[C:20]([CH3:24])=[CH:21][CH:22]=[CH:23][C:18]=3[C:17]([CH2:25][OH:26])=[N:16][CH:15]([NH:30][C:31]([O:33][CH2:34][C:35]3[CH:40]=[CH:39][CH:38]=[CH:37][CH:36]=3)=[O:32])[C:14]1=[O:41])=[O:11])[CH2:4]2, predict the reactants needed to synthesize it.